Predict the reactants needed to synthesize the given product. From a dataset of Full USPTO retrosynthesis dataset with 1.9M reactions from patents (1976-2016). Given the product [F:33][C:14]([F:13])([F:32])[O:15][C:16]1[CH:17]=[CH:18][C:19]([S:22]([N:25]2[CH2:26][CH2:27][CH:28]([O:31][N:35]3[C:43](=[O:44])[C:42]4[C:37](=[CH:38][CH:39]=[CH:40][CH:41]=4)[C:36]3=[O:45])[CH2:29][CH2:30]2)(=[O:23])=[O:24])=[CH:20][CH:21]=1, predict the reactants needed to synthesize it. The reactants are: N(C(OCC)=O)=NC(OCC)=O.[F:13][C:14]([F:33])([F:32])[O:15][C:16]1[CH:21]=[CH:20][C:19]([S:22]([N:25]2[CH2:30][CH2:29][CH:28]([OH:31])[CH2:27][CH2:26]2)(=[O:24])=[O:23])=[CH:18][CH:17]=1.O[N:35]1[C:43](=[O:44])[C:42]2[C:37](=[CH:38][CH:39]=[CH:40][CH:41]=2)[C:36]1=[O:45].C1(P(C2C=CC=CC=2)C2C=CC=CC=2)C=CC=CC=1.